The task is: Predict the product of the given reaction.. This data is from Forward reaction prediction with 1.9M reactions from USPTO patents (1976-2016). (1) Given the reactants C1([C:7]2[CH:12]=[CH:11][CH:10]=[CH:9][C:8]=2[OH:13])C=CC=CC=1.C([Al:16]([CH2:19][CH3:20])[CH2:17][CH3:18])C, predict the reaction product. The product is: [C:7]1([CH2:20][CH2:19][Al:16]([O:13][C:8]2[CH:9]=[CH:10][CH:11]=[CH:12][CH:7]=2)[CH2:17][CH3:18])[CH:12]=[CH:11][CH:10]=[CH:9][CH:8]=1. (2) Given the reactants C([O:4][C:5]1[CH:10]=[C:9]([CH3:11])[C:8]([CH2:12][NH:13][C:14]([C:16]2[C:21]3[O:22][C:23]4[C@@:24]([CH3:34])([C:25](=[O:33])[C:26]([C:30](=[O:32])[CH3:31])=[C:27]([OH:29])[CH:28]=4)[C:20]=3[C:19]([OH:35])=[CH:18][C:17]=2[O:36][CH3:37])=[O:15])=[C:7]([CH3:38])[CH:6]=1)(=O)C.Cl, predict the reaction product. The product is: [C:30]([C:26]1[C:25](=[O:33])[C@@:24]2([CH3:34])[C:20]3[C:19]([OH:35])=[CH:18][C:17]([O:36][CH3:37])=[C:16]([C:14]([NH:13][CH2:12][C:8]4[C:9]([CH3:11])=[CH:10][C:5]([OH:4])=[CH:6][C:7]=4[CH3:38])=[O:15])[C:21]=3[O:22][C:23]2=[CH:28][C:27]=1[OH:29])(=[O:32])[CH3:31].